This data is from Catalyst prediction with 721,799 reactions and 888 catalyst types from USPTO. The task is: Predict which catalyst facilitates the given reaction. (1) Reactant: [NH:1]([C:20]([O:22][C:23]([CH3:26])([CH3:25])[CH3:24])=[O:21])[C@H:2]([C:10]([N:12]1[CH2:19][CH2:18][CH2:17][C@H:13]1[C:14]([OH:16])=O)=[O:11])[CH2:3][C:4]1[CH:9]=[CH:8][CH:7]=[CH:6][CH:5]=1.ON1C2C=CC=CC=2N=N1.C(N(C(CC)C)C(C)C)(C)C.CCN=C=NCCCN(C)C.Cl.[CH3:60][O:61][C:62](=[O:76])[CH2:63][CH:64]([NH2:75])[CH2:65][C:66]1[CH:71]=[C:70]([F:72])[C:69]([F:73])=[CH:68][C:67]=1[F:74]. Product: [CH3:60][O:61][C:62](=[O:76])[CH2:63][CH:64]([NH:75][C:14]([CH:13]1[CH2:17][CH2:18][CH2:19][N:12]1[C:10](=[O:11])[CH:2]([NH:1][C:20]([O:22][C:23]([CH3:26])([CH3:24])[CH3:25])=[O:21])[CH2:3][C:4]1[CH:9]=[CH:8][CH:7]=[CH:6][CH:5]=1)=[O:16])[CH2:65][C:66]1[CH:71]=[C:70]([F:72])[C:69]([F:73])=[CH:68][C:67]=1[F:74]. The catalyst class is: 1. (2) Reactant: [Cl:1][C:2]1[N:7]=[C:6]([O:8][CH3:9])[C:5]([C:10]([CH3:19])([CH2:15][CH2:16][C:17]#[N:18])[C:11](OC)=[O:12])=[CH:4][CH:3]=1.Cl.C([O-])([O-])=O.[K+].[K+]. Product: [Cl:1][C:2]1[N:7]=[C:6]([O:8][CH3:9])[C:5]([C:10]2([CH3:19])[CH2:15][CH2:16][CH2:17][NH:18][C:11]2=[O:12])=[CH:4][CH:3]=1. The catalyst class is: 458. (3) Reactant: C([O:3][C:4](=O)[C:5]1[CH:10]=[CH:9][C:8]([N:11]2[C:15]([C:16]([F:19])([F:18])[F:17])=[CH:14][C:13]([C:20]([F:23])([F:22])[F:21])=[N:12]2)=[CH:7][CH:6]=1)C.CC(C[AlH]CC(C)C)C. Product: [F:23][C:20]([F:21])([F:22])[C:13]1[CH:14]=[C:15]([C:16]([F:17])([F:18])[F:19])[N:11]([C:8]2[CH:7]=[CH:6][C:5]([CH2:4][OH:3])=[CH:10][CH:9]=2)[N:12]=1. The catalyst class is: 11. (4) Reactant: [C:1]([NH:5][C:6](=[O:35])[CH2:7][N:8]1[C:17](=[O:18])[C:16]2[C:11](=[CH:12][CH:13]=[C:14]([CH:19]=[CH:20][CH2:21][CH2:22][N:23]3[CH2:27][CH2:26][CH2:25][CH2:24]3)[CH:15]=2)[N:10]=[C:9]1[C:28]1[CH:33]=[CH:32][CH:31]=[C:30]([Cl:34])[CH:29]=1)([CH3:4])([CH3:3])[CH3:2]. Product: [C:1]([NH:5][C:6](=[O:35])[CH2:7][N:8]1[C:17](=[O:18])[C:16]2[C:11](=[CH:12][CH:13]=[C:14]([CH2:19][CH2:20][CH2:21][CH2:22][N:23]3[CH2:27][CH2:26][CH2:25][CH2:24]3)[CH:15]=2)[N:10]=[C:9]1[C:28]1[CH:33]=[CH:32][CH:31]=[C:30]([Cl:34])[CH:29]=1)([CH3:4])([CH3:2])[CH3:3]. The catalyst class is: 19. (5) Product: [CH2:14]([C:2]1[CH:7]=[C:6]([N+:8]([O-:10])=[O:9])[CH:5]=[CH:4][C:3]=1[CH3:11])[CH:13]=[CH2:12]. The catalyst class is: 128. Reactant: Br[C:2]1[CH:7]=[C:6]([N+:8]([O-:10])=[O:9])[CH:5]=[CH:4][C:3]=1[CH3:11].[CH2:12]([Sn](CCCC)(CCCC)CCCC)[CH:13]=[CH2:14]. (6) Reactant: [F:1][C:2]([CH3:33])([CH3:32])[CH2:3][CH2:4][C@H:5]1[C:9](=[O:10])[O:8][C@H:7]([C@@H:11]([NH:19][C:20]([C:22]2[CH:31]=[N:30][C:29]3[C:24](=[CH:25][CH:26]=[CH:27][CH:28]=3)[N:23]=2)=[O:21])[CH2:12][C:13]2[CH:18]=[CH:17][CH:16]=[CH:15][CH:14]=2)[CH2:6]1.C(O)(=O)C.[CH2:38]([NH2:45])[C:39]1[CH:44]=[CH:43][CH:42]=[CH:41][CH:40]=1. Product: [CH2:12]([C@H:11]([NH:19][C:20]([C:22]1[CH:31]=[N:30][C:29]2[C:24](=[CH:25][CH:26]=[CH:27][CH:28]=2)[N:23]=1)=[O:21])[C@@H:7]([OH:8])[CH2:6][C@H:5]([C:9](=[O:10])[NH:45][CH2:38][C:39]1[CH:44]=[CH:43][CH:42]=[CH:41][CH:40]=1)[CH2:4][CH2:3][C:2]([F:1])([CH3:32])[CH3:33])[C:13]1[CH:14]=[CH:15][CH:16]=[CH:17][CH:18]=1. The catalyst class is: 38. (7) Reactant: N1CCCCC1.[CH2:7]([N:9]([CH2:12][C:13]1[CH:14]=[C:15]([CH:18]=[CH:19][C:20]=1[O:21][CH3:22])[CH:16]=O)[CH2:10][CH3:11])[CH3:8].C([CH2:26][C:27]([NH:29][C:30]1[CH:38]=[CH:37][CH:36]=[CH:35][C:31]=1[C:32]([OH:34])=[O:33])=[O:28])(O)=O.CC(O)=O. Product: [CH2:7]([N:9]([CH2:12][C:13]1[CH:14]=[C:15](/[CH:16]=[CH:26]/[C:27]([NH:29][C:30]2[CH:38]=[CH:37][CH:36]=[CH:35][C:31]=2[C:32]([OH:34])=[O:33])=[O:28])[CH:18]=[CH:19][C:20]=1[O:21][CH3:22])[CH2:10][CH3:11])[CH3:8]. The catalyst class is: 11.